The task is: Predict which catalyst facilitates the given reaction.. This data is from Catalyst prediction with 721,799 reactions and 888 catalyst types from USPTO. (1) Reactant: [CH2:1]([O:8][C:9]([NH:11][C@H:12]([C:16]([O:18][C:19]1[CH:20]=[C:21]([CH:25]=[CH:26][CH:27]=1)[C:22]([OH:24])=[O:23])=[O:17])[CH:13]([CH3:15])[CH3:14])=[O:10])[C:2]1[CH:7]=[CH:6][CH:5]=[CH:4][CH:3]=1.[OH-].C([N+](CCCC)(CCCC)CCCC)CCC.[Cl:46][CH2:47]I. Product: [CH2:1]([O:8][C:9]([NH:11][C@H:12]([C:16]([O:18][C:19]1[CH:20]=[C:21]([CH:25]=[CH:26][CH:27]=1)[C:22]([O:24][CH2:47][Cl:46])=[O:23])=[O:17])[CH:13]([CH3:15])[CH3:14])=[O:10])[C:2]1[CH:7]=[CH:6][CH:5]=[CH:4][CH:3]=1. The catalyst class is: 12. (2) Reactant: [C:1]([C:9]1[CH:10]=[C:11]([CH:34]=[CH:35][CH:36]=1)[CH2:12][O:13][CH:14]1[CH:19]([C:20]2[CH:25]=[CH:24][C:23]([F:26])=[CH:22][CH:21]=2)[CH2:18][CH2:17][N:16](C(OC(C)(C)C)=O)[CH2:15]1)(=[O:8])[C:2]1[CH:7]=[CH:6][CH:5]=[CH:4][CH:3]=1.[ClH:37]. Product: [ClH:37].[F:26][C:23]1[CH:24]=[CH:25][C:20]([CH:19]2[CH2:18][CH2:17][NH:16][CH2:15][CH:14]2[O:13][CH2:12][C:11]2[CH:10]=[C:9]([C:1]([C:2]3[CH:3]=[CH:4][CH:5]=[CH:6][CH:7]=3)=[O:8])[CH:36]=[CH:35][CH:34]=2)=[CH:21][CH:22]=1. The catalyst class is: 5.